From a dataset of Full USPTO retrosynthesis dataset with 1.9M reactions from patents (1976-2016). Predict the reactants needed to synthesize the given product. (1) The reactants are: [F:1][C:2]1[CH:7]=[C:6]([F:8])[CH:5]=[CH:4][C:3]=1[S:9]([NH:12][C:13]1[C:14]([O:29][CH3:30])=[N:15][CH:16]=[C:17]([C:19]2[CH:20]=[CH:21][C:22]3[N:23]([C:25](I)=[CH:26][N:27]=3)[CH:24]=2)[CH:18]=1)(=[O:11])=[O:10].CCN(CC)CC.[CH3:38][C:39]([OH:43])([C:41]#[CH:42])[CH3:40]. Given the product [F:1][C:2]1[CH:7]=[C:6]([F:8])[CH:5]=[CH:4][C:3]=1[S:9]([NH:12][C:13]1[C:14]([O:29][CH3:30])=[N:15][CH:16]=[C:17]([C:19]2[CH:20]=[CH:21][C:22]3[N:23]([C:25]([C:42]#[C:41][C:39]([OH:43])([CH3:40])[CH3:38])=[CH:26][N:27]=3)[CH:24]=2)[CH:18]=1)(=[O:11])=[O:10], predict the reactants needed to synthesize it. (2) Given the product [NH2:1][C:4]1[CH:12]=[CH:11][C:10]([N:13]2[CH2:18][CH2:17][N:16]([CH2:19][C:20]3[CH:21]=[CH:22][CH:23]=[CH:24][CH:25]=3)[CH2:15][CH2:14]2)=[CH:9][C:5]=1[C:6]([OH:8])=[O:7], predict the reactants needed to synthesize it. The reactants are: [N+:1]([C:4]1[CH:12]=[CH:11][C:10]([N:13]2[CH2:18][CH2:17][N:16]([CH2:19][C:20]3[CH:25]=[CH:24][CH:23]=[CH:22][CH:21]=3)[CH2:15][CH2:14]2)=[CH:9][C:5]=1[C:6]([OH:8])=[O:7])([O-])=O.C1CCCCC=1. (3) Given the product [OH:19][CH2:18][C:17]([NH:16][C:8]([C:5]1[CH:4]=[C:3]([O:11][CH2:12][CH:13]2[CH2:15][CH2:14]2)[C:2]([Cl:1])=[CH:7][N:6]=1)=[O:10])([CH3:24])[CH2:20][CH:21]([CH3:23])[CH3:22], predict the reactants needed to synthesize it. The reactants are: [Cl:1][C:2]1[C:3]([O:11][CH2:12][CH:13]2[CH2:15][CH2:14]2)=[CH:4][C:5]([C:8]([OH:10])=O)=[N:6][CH:7]=1.[NH2:16][C:17]([CH3:24])([CH2:20][CH:21]([CH3:23])[CH3:22])[CH2:18][OH:19]. (4) Given the product [CH2:10]([N:12]([CH2:13][C:14]([CH2:20][NH:21][C:22]1[CH:30]=[C:29]([CH3:31])[CH:28]=[C:27]2[C:23]=1[CH:24]=[N:25][N:26]2[C:32]1[CH:33]=[CH:34][C:35]([F:38])=[CH:36][CH:37]=1)([OH:19])[C:15]([F:17])([F:18])[F:16])[C:1](=[O:9])[C:2]1[CH:3]=[CH:4][CH:5]=[CH:6][CH:7]=1)[CH3:11], predict the reactants needed to synthesize it. The reactants are: [C:1]([OH:9])(=O)[C:2]1[CH:7]=[CH:6][CH:5]=[CH:4][CH:3]=1.[CH2:10]([NH:12][CH2:13][C:14]([CH2:20][NH:21][C:22]1[CH:30]=[C:29]([CH3:31])[CH:28]=[C:27]2[C:23]=1[CH:24]=[N:25][N:26]2[C:32]1[CH:37]=[CH:36][C:35]([F:38])=[CH:34][CH:33]=1)([OH:19])[C:15]([F:18])([F:17])[F:16])[CH3:11]. (5) Given the product [N:34]1([C:32]([C:31]2[CH:38]=[CH:39][C:40]([O:7][C:8]3[CH:9]=[C:10]([CH:20]=[C:21]([O:23][C@@H:24]([CH3:27])[CH2:25][OH:26])[CH:22]=3)[C:11]([NH:13][C:14]3[S:15][C:16]([CH3:19])=[CH:17][N:18]=3)=[O:12])=[C:29]([F:28])[CH:30]=2)=[O:33])[CH2:37][CH2:36][CH2:35]1, predict the reactants needed to synthesize it. The reactants are: C(=O)([O-])[O-].[K+].[K+].[OH:7][C:8]1[CH:9]=[C:10]([CH:20]=[C:21]([O:23][C@@H:24]([CH3:27])[CH2:25][OH:26])[CH:22]=1)[C:11]([NH:13][C:14]1[S:15][C:16]([CH3:19])=[CH:17][N:18]=1)=[O:12].[F:28][C:29]1[CH:30]=[C:31]([CH:38]=[CH:39][C:40]=1F)[C:32]([N:34]1[CH2:37][CH2:36][CH2:35]1)=[O:33]. (6) Given the product [CH3:1][CH2:2]/[CH:3]=[CH:4]\[CH2:5]/[CH:6]=[CH:7]\[CH2:8]/[CH:9]=[CH:10]\[CH2:11][CH2:12][CH2:13][CH2:14][CH2:15][CH2:16][CH2:17][C:18]([O-:20])=[O:19].[Na+:22], predict the reactants needed to synthesize it. The reactants are: [CH3:1][CH2:2]/[CH:3]=[CH:4]\[CH2:5]/[CH:6]=[CH:7]\[CH2:8]/[CH:9]=[CH:10]\[CH2:11][CH2:12][CH2:13][CH2:14][CH2:15][CH2:16][CH2:17][C:18]([OH:20])=[O:19].[OH-].[Na+:22]. (7) Given the product [CH:18]([N:17]1[C:11]2[CH:10]=[C:9]([NH:8][C:6]3[CH:5]=[CH:4][N:3]=[C:2]([N:26]4[CH2:27][CH2:28][C:29]5[NH:21][N:22]=[CH:23][C:24]=5[CH2:25]4)[N:7]=3)[N:14]=[CH:13][C:12]=2[N:15]=[CH:16]1)([CH3:20])[CH3:19], predict the reactants needed to synthesize it. The reactants are: Cl[C:2]1[N:7]=[C:6]([NH:8][C:9]2[N:14]=[CH:13][C:12]3[N:15]=[CH:16][N:17]([CH:18]([CH3:20])[CH3:19])[C:11]=3[CH:10]=2)[CH:5]=[CH:4][N:3]=1.[NH:21]1[C:29]2[CH2:28][CH2:27][NH:26][CH2:25][C:24]=2[CH:23]=[N:22]1.C(N(CC)CC)C.